Dataset: Forward reaction prediction with 1.9M reactions from USPTO patents (1976-2016). Task: Predict the product of the given reaction. Given the reactants [CH:1]([C:4]1[N:5]=[C:6]([C:11]2[CH:16]=[CH:15][C:14]([C:17]([F:20])([F:19])[F:18])=[CH:13][CH:12]=2)[S:7][C:8]=1[CH2:9]O)([CH3:3])[CH3:2].CCN(CC)CC.CS(Cl)(=O)=O.[NH2:33][C:34]1[CH:39]=[CH:38][C:37]([C@@H:40]2[CH2:42][C@H:41]2[C:43]([OH:45])=[O:44])=[CH:36][CH:35]=1, predict the reaction product. The product is: [CH:1]([C:4]1[N:5]=[C:6]([C:11]2[CH:16]=[CH:15][C:14]([C:17]([F:20])([F:19])[F:18])=[CH:13][CH:12]=2)[S:7][C:8]=1[CH2:9][NH:33][C:34]1[CH:35]=[CH:36][C:37]([C@@H:40]2[CH2:42][C@H:41]2[C:43]([OH:45])=[O:44])=[CH:38][CH:39]=1)([CH3:3])[CH3:2].